The task is: Predict the reactants needed to synthesize the given product.. This data is from Full USPTO retrosynthesis dataset with 1.9M reactions from patents (1976-2016). Given the product [CH:32]1([C@@H:20]2[C@H:19]([NH:18][C:3](=[O:5])[C:2]([OH:1])([CH3:17])[C:6]([NH:8][CH2:9][C:10]([F:16])([F:15])[C:11]([F:14])([F:13])[F:12])=[O:7])[C:25](=[O:26])[NH:24][C:23]3[CH:27]=[C:28]([F:31])[CH:29]=[CH:30][C:22]=3[O:21]2)[CH2:34][CH2:33]1, predict the reactants needed to synthesize it. The reactants are: [OH:1][C:2]([CH3:17])([C:6]([NH:8][CH2:9][C:10]([F:16])([F:15])[C:11]([F:14])([F:13])[F:12])=[O:7])[C:3]([OH:5])=O.[NH2:18][C@@H:19]1[C:25](=[O:26])[NH:24][C:23]2[CH:27]=[C:28]([F:31])[CH:29]=[CH:30][C:22]=2[O:21][C@@H:20]1[CH:32]1[CH2:34][CH2:33]1.